Task: Predict which catalyst facilitates the given reaction.. Dataset: Catalyst prediction with 721,799 reactions and 888 catalyst types from USPTO (1) Reactant: [CH3:1][O:2][C:3]1[CH:12]=[CH:11][CH:10]=[C:9]2[C:4]=1[CH2:5][CH:6]([NH2:13])[CH2:7][O:8]2.Br[CH2:15][CH2:16][CH2:17][C:18]1[C:26]2[C:21](=[CH:22][CH:23]=[C:24]([C:27]#[N:28])[CH:25]=2)[NH:20][CH:19]=1.C(N(CC)CC)C.CO. Product: [CH3:1][O:2][C:3]1[CH:12]=[CH:11][CH:10]=[C:9]2[C:4]=1[CH2:5][CH:6]([NH:13][CH2:15][CH2:16][CH2:17][C:18]1[C:26]3[C:21](=[CH:22][CH:23]=[C:24]([C:27]#[N:28])[CH:25]=3)[NH:20][CH:19]=1)[CH2:7][O:8]2. The catalyst class is: 549. (2) The catalyst class is: 13. Product: [F:22][C:23]1[CH:42]=[C:41]([N+:43]([O-:45])=[O:44])[CH:40]=[CH:39][C:24]=1[O:25][C:26]1[C:35]2[C:30](=[CH:31][C:32]([O:38][CH2:8][CH2:9][CH2:10][N:11]3[CH2:16][CH2:15][O:14][CH2:13][CH2:12]3)=[C:33]([O:36][CH3:37])[CH:34]=2)[N:29]=[CH:28][CH:27]=1. Reactant: C(=O)([O-])[O-].[Cs+].[Cs+].Cl[CH2:8][CH2:9][CH2:10][N:11]1[CH2:16][CH2:15][O:14][CH2:13][CH2:12]1.CN(C=O)C.[F:22][C:23]1[CH:42]=[C:41]([N+:43]([O-:45])=[O:44])[CH:40]=[CH:39][C:24]=1[O:25][C:26]1[C:35]2[C:30](=[CH:31][C:32]([OH:38])=[C:33]([O:36][CH3:37])[CH:34]=2)[N:29]=[CH:28][CH:27]=1. (3) Reactant: [Br:1][C:2]1[N:7]=[CH:6][C:5]([CH2:8][NH:9][CH2:10][CH2:11][O:12][CH3:13])=[CH:4][CH:3]=1.[C:14](O[C:14]([O:16][C:17]([CH3:20])([CH3:19])[CH3:18])=[O:15])([O:16][C:17]([CH3:20])([CH3:19])[CH3:18])=[O:15]. Product: [C:17]([O:16][C:14](=[O:15])[N:9]([CH2:8][C:5]1[CH:6]=[N:7][C:2]([Br:1])=[CH:3][CH:4]=1)[CH2:10][CH2:11][O:12][CH3:13])([CH3:20])([CH3:19])[CH3:18]. The catalyst class is: 1.